This data is from Forward reaction prediction with 1.9M reactions from USPTO patents (1976-2016). The task is: Predict the product of the given reaction. Given the reactants [NH2:1][C:2]1[C:11]2[N:10]=[CH:9][C:8]([CH2:12][CH2:13][C:14]3[CH:19]=[CH:18][C:17]([C:20](=O)[CH3:21])=[CH:16][CH:15]=3)=[CH:7][C:6]=2[C:5]2[CH:23]=[CH:24][C:25]([CH3:27])=[CH:26][C:4]=2[N:3]=1.[N:28]1[CH:33]=[CH:32][C:31]([CH2:34][CH2:35][NH2:36])=[CH:30][CH:29]=1.C(O)(C(F)(F)F)=O, predict the reaction product. The product is: [CH3:27][C:25]1[CH:24]=[CH:23][C:5]2=[C:6]3[C:11](=[C:2]([NH2:1])[N:3]=[C:4]2[CH:26]=1)[N:10]=[CH:9][C:8]([CH2:12][CH2:13][C:14]1[CH:15]=[CH:16][C:17]([CH:20]([NH:36][CH2:35][CH2:34][C:31]2[CH:32]=[CH:33][N:28]=[CH:29][CH:30]=2)[CH3:21])=[CH:18][CH:19]=1)=[CH:7]3.